Dataset: Reaction yield outcomes from USPTO patents with 853,638 reactions. Task: Predict the reaction yield, written as a fraction of the theoretical maximum amount of product (1.0 means a 100% yield; for example, 0.34 means a 34% yield). The reactants are [NH2:1][C:2]1[CH:7]=[CH:6][C:5]([C:8](=[O:10])[CH3:9])=[CH:4][CH:3]=1.C(N(CC)CC)C.[C:18](Cl)(=[O:20])[CH3:19]. The catalyst is ClCCl. The product is [C:8]([C:5]1[CH:6]=[CH:7][C:2]([NH:1][C:18](=[O:20])[CH3:19])=[CH:3][CH:4]=1)(=[O:10])[CH3:9]. The yield is 0.740.